Dataset: Full USPTO retrosynthesis dataset with 1.9M reactions from patents (1976-2016). Task: Predict the reactants needed to synthesize the given product. (1) Given the product [P:1]([OH:8])([O:13][CH2:14][O:15][C@@H:16]([C:66]1[CH:71]=[CH:70][CH:69]=[CH:68][C:67]=1[C:72]1[CH:77]=[CH:76][C:75]([Cl:78])=[CH:74][CH:73]=1)[CH:17]1[CH2:22][CH2:21][N:20]([C:23]2[CH:24]=[CH:25][C:26]([C:29](=[O:65])[NH:30][S:31]([C:34]3[CH:39]=[CH:38][C:37]([NH:40][C@H:41]([CH2:50][CH2:51][N:52]4[CH2:53][CH2:54][O:55][CH2:56][CH2:57]4)[CH2:42][S:43][C:44]4[CH:45]=[CH:46][CH:47]=[CH:48][CH:49]=4)=[C:36]([S:58]([C:61]([F:63])([F:62])[F:64])(=[O:59])=[O:60])[CH:35]=3)(=[O:32])=[O:33])=[CH:27][CH:28]=2)[CH2:19][CH2:18]1)([O:3][C:4]([CH3:7])([CH3:5])[CH3:6])=[O:2], predict the reactants needed to synthesize it. The reactants are: [P:1]([O:13][CH2:14][O:15][C@@H:16]([C:66]1[CH:71]=[CH:70][CH:69]=[CH:68][C:67]=1[C:72]1[CH:77]=[CH:76][C:75]([Cl:78])=[CH:74][CH:73]=1)[CH:17]1[CH2:22][CH2:21][N:20]([C:23]2[CH:28]=[CH:27][C:26]([C:29](=[O:65])[NH:30][S:31]([C:34]3[CH:39]=[CH:38][C:37]([NH:40][C@H:41]([CH2:50][CH2:51][N:52]4[CH2:57][CH2:56][O:55][CH2:54][CH2:53]4)[CH2:42][S:43][C:44]4[CH:49]=[CH:48][CH:47]=[CH:46][CH:45]=4)=[C:36]([S:58]([C:61]([F:64])([F:63])[F:62])(=[O:60])=[O:59])[CH:35]=3)(=[O:33])=[O:32])=[CH:25][CH:24]=2)[CH2:19][CH2:18]1)([O:8]C(C)(C)C)([O:3][C:4]([CH3:7])([CH3:6])[CH3:5])=[O:2].O=C1[C@H](NC(=O)OCC2C=CC=CC=2)CC(=O)O1. (2) The reactants are: [NH2:1][C:2]1[CH:7]=[CH:6][C:5]([Cl:8])=[CH:4][C:3]=1[OH:9].Br[CH2:11][C:12]([C:14]1[CH:15]=[C:16]([CH:26]=[CH:27][CH:28]=1)[C:17]([O:19][CH2:20][CH2:21][Si:22]([CH3:25])([CH3:24])[CH3:23])=[O:18])=O. Given the product [Cl:8][C:5]1[CH:6]=[CH:7][C:2]2[N:1]=[C:12]([C:14]3[CH:15]=[C:16]([CH:26]=[CH:27][CH:28]=3)[C:17]([O:19][CH2:20][CH2:21][Si:22]([CH3:24])([CH3:23])[CH3:25])=[O:18])[CH2:11][O:9][C:3]=2[CH:4]=1, predict the reactants needed to synthesize it. (3) Given the product [O:71]1[C:67]2[CH:66]=[CH:65][C:64]([NH:1][C:2]3[CH:14]=[C:13]([CH2:15][CH2:16][C:17]4[CH:18]=[CH:19][CH:20]=[CH:21][CH:22]=4)[CH:12]=[CH:11][C:3]=3[C:4]([O:6][C:7]([CH3:10])([CH3:9])[CH3:8])=[O:5])=[CH:72][C:68]=2[CH:69]=[CH:70]1, predict the reactants needed to synthesize it. The reactants are: [NH2:1][C:2]1[CH:14]=[C:13]([CH2:15][CH2:16][C:17]2[CH:22]=[CH:21][CH:20]=[CH:19][CH:18]=2)[CH:12]=[CH:11][C:3]=1[C:4]([O:6][C:7]([CH3:10])([CH3:9])[CH3:8])=[O:5].C1(P(C2CCCCC2)C2C=CC=CC=2C2C(C(C)C)=CC(C(C)C)=CC=2C(C)C)CCCCC1.C(=O)([O-])[O-].[Cs+].[Cs+].Br[C:64]1[CH:65]=[CH:66][C:67]2[O:71][CH:70]=[CH:69][C:68]=2[CH:72]=1. (4) Given the product [NH2:1][C:2]1[CH:10]=[CH:9][CH:8]=[C:7]([Cl:11])[C:3]=1[C:4]([NH2:16])=[O:5], predict the reactants needed to synthesize it. The reactants are: [NH2:1][C:2]1[CH:10]=[CH:9][CH:8]=[C:7]([Cl:11])[C:3]=1[C:4](O)=[O:5].S(Cl)(Cl)=O.[NH4+:16].[OH-]. (5) The reactants are: [Cl:1][C:2]1[CH:7]=[CH:6][C:5]([C@@H:8]2[CH2:12][C:11](=C)[CH2:10][C@H:9]2[C:14]([O:16][CH3:17])=[O:15])=[CH:4][CH:3]=1.C[N+]1([O-])CC[O:22]CC1.I([O-])(=O)(=O)=O.[Na+].C(OCC)(=O)C. Given the product [Cl:1][C:2]1[CH:7]=[CH:6][C:5]([C@@H:8]2[CH2:12][C:11](=[O:22])[CH2:10][C@H:9]2[C:14]([O:16][CH3:17])=[O:15])=[CH:4][CH:3]=1, predict the reactants needed to synthesize it.